Predict the reaction yield, written as a fraction of the theoretical maximum amount of product (1.0 means a 100% yield; for example, 0.34 means a 34% yield). From a dataset of Reaction yield outcomes from USPTO patents with 853,638 reactions. (1) The reactants are [OH-].[K+].[I-].[NH2:4][N+:5]1[CH:10]=[CH:9][CH:8]=[CH:7][CH:6]=1.[F:11][C:12]([F:21])([F:20])[C:13]#[C:14][C:15]([O:17][CH2:18][CH3:19])=[O:16]. The catalyst is O.ClCCl. The product is [F:11][C:12]([F:20])([F:21])[C:13]1[C:14]([C:15]([O:17][CH2:18][CH3:19])=[O:16])=[C:6]2[CH:7]=[CH:8][CH:9]=[CH:10][N:5]2[N:4]=1. The yield is 0.730. (2) The reactants are [CH3:1][O:2][C:3]1[C:12]([NH:13][C:14](=[O:18])OCC)=[N:11][C:10]2[C:5](=[CH:6][CH:7]=[C:8]([CH3:19])[CH:9]=2)[N:4]=1.[C:20]1([N:26]2[CH2:31][CH2:30][NH:29][CH2:28][CH2:27]2)[CH:25]=[CH:24][CH:23]=[CH:22][CH:21]=1.C1CCN2C(=NCCC2)CC1. The catalyst is O1CCCC1. The product is [CH3:1][O:2][C:3]1[C:12]([NH:13][C:14]([N:29]2[CH2:30][CH2:31][N:26]([C:20]3[CH:25]=[CH:24][CH:23]=[CH:22][CH:21]=3)[CH2:27][CH2:28]2)=[O:18])=[N:11][C:10]2[C:5](=[CH:6][CH:7]=[C:8]([CH3:19])[CH:9]=2)[N:4]=1. The yield is 0.900. (3) The reactants are Cl[C:2]1[CH:7]=[C:6]([O:8][C:9]2[C:10]([CH3:26])=[CH:11][C:12]([NH:15][C:16]([N:18]3[CH2:22][CH2:21][N:20]([CH2:23][CH3:24])[C:19]3=[O:25])=[O:17])=[N:13][CH:14]=2)[CH:5]=[CH:4][N:3]=1.[CH3:27][C:28]1[N:29]=[CH:30][NH:31][CH:32]=1.[O-]P([O-])([O-])=O.[K+].[K+].[K+]. The catalyst is C1(C)C=CC=CC=1.O1CCOCC1.C1C=CC(/C=C/C(/C=C/C2C=CC=CC=2)=O)=CC=1.C1C=CC(/C=C/C(/C=C/C2C=CC=CC=2)=O)=CC=1.C1C=CC(/C=C/C(/C=C/C2C=CC=CC=2)=O)=CC=1.[Pd].[Pd]. The product is [CH2:23]([N:20]1[CH2:21][CH2:22][N:18]([C:16]([NH:15][C:12]2[CH:11]=[C:10]([CH3:26])[C:9]([O:8][C:6]3[CH:5]=[CH:4][N:3]=[C:2]([N:31]4[CH:32]=[C:28]([CH3:27])[N:29]=[CH:30]4)[CH:7]=3)=[CH:14][N:13]=2)=[O:17])[C:19]1=[O:25])[CH3:24]. The yield is 0.320. (4) The catalyst is O1CCOCC1.C(OCC)(=O)C. The reactants are [Cl:1][C:2]1[CH:7]=[C:6]([Cl:8])[CH:5]=[CH:4][C:3]=1[CH2:9][N:10]1[C:15](=[O:16])[C:14]([C:17]([NH:19][CH2:20][C:21]([O:23]CC)=[O:22])=[O:18])=[C:13]([OH:26])[C:12]([C:27](OC)=[O:28])=[C:11]1[OH:31].[F:32][C:33]1[CH:39]=[CH:38][CH:37]=[C:36]([F:40])[C:34]=1[NH2:35].[OH-].[Na+]. The yield is 0.210. The product is [Cl:1][C:2]1[CH:7]=[C:6]([Cl:8])[CH:5]=[CH:4][C:3]=1[CH2:9][N:10]1[C:11]([OH:31])=[C:12]([C:27]([NH:35][C:34]2[C:33]([F:32])=[CH:39][CH:38]=[CH:37][C:36]=2[F:40])=[O:28])[C:13]([OH:26])=[C:14]([C:17]([NH:19][CH2:20][C:21]([OH:23])=[O:22])=[O:18])[C:15]1=[O:16]. (5) The reactants are [C:1]12(OCC[O:18]1)[C:10]1[C:5](=[CH:6][CH:7]=[CH:8][CH:9]=1)[CH2:4][C@@H:3]([CH2:11][CH2:12][C:13]([O:15]CC)=[O:14])[CH2:2]2.[Li+].[OH-]. The catalyst is C1COCC1.O. The product is [O:18]=[C:1]1[C:10]2[C:5](=[CH:6][CH:7]=[CH:8][CH:9]=2)[CH2:4][C@@H:3]([CH2:11][CH2:12][C:13]([OH:15])=[O:14])[CH2:2]1. The yield is 0.930. (6) The reactants are [OH:1][C:2]1[C:7]([C:8]#[N:9])=[CH:6][N:5]=[C:4]([C:10]2[CH:15]=[CH:14][CH:13]=[CH:12][CH:11]=2)[N:3]=1.Cl[CH2:17][C:18]([C:20]1[CH:25]=[CH:24][C:23]([Cl:26])=[CH:22][C:21]=1[Cl:27])=[O:19].[OH-].[Na+].C(OCC)(=O)C. The catalyst is CN(C)C=O.O. The product is [NH2:9][C:8]1[C:7]2[CH:6]=[N:5][C:4]([C:10]3[CH:11]=[CH:12][CH:13]=[CH:14][CH:15]=3)=[N:3][C:2]=2[O:1][C:17]=1[C:18]([C:20]1[CH:25]=[CH:24][C:23]([Cl:26])=[CH:22][C:21]=1[Cl:27])=[O:19]. The yield is 0.0930. (7) The reactants are [SH:1][CH2:2][C@H:3]([NH:7][CH2:8][C:9]1[CH:14]=[CH:13][C:12]([O:15][CH3:16])=[CH:11][CH:10]=1)[C:4]([OH:6])=[O:5].[C:17]([O-])([O-])=[O:18].[K+].[K+].C1N=CN(C(N2C=NC=C2)=O)C=1.C(OC(C)C)(=O)C. The catalyst is C(#N)C.O. The product is [CH3:16][O:15][C:12]1[CH:11]=[CH:10][C:9]([CH2:8][N:7]2[C@H:3]([C:4]([OH:6])=[O:5])[CH2:2][S:1][C:17]2=[O:18])=[CH:14][CH:13]=1. The yield is 0.700. (8) The reactants are C[C:2]1[CH:3]=[C:4]([C:13](OC)=[O:14])[S:5][C:6]=1C1N(C)N=CC=1.[NH2:17][C@@H:18]([CH2:31][C:32]1[CH:37]=[CH:36][CH:35]=[CH:34][C:33]=1[C:38]([F:41])([F:40])[F:39])[CH2:19][N:20]1[C:28](=[O:29])[C:27]2[C:22](=[CH:23][CH:24]=[CH:25][CH:26]=2)[C:21]1=[O:30].C([N:45]([CH:48]([CH3:50])[CH3:49])[CH2:46]C)(C)C.F[P-](F)(F)(F)(F)F.Br[P+](N1CCCC1)(N1CCCC1)[N:60]1CCC[CH2:61]1.[CH2:75](Cl)Cl. No catalyst specified. The product is [CH3:46][N:45]1[C:48]([C:49]2[CH:3]=[C:4]([C:13]([NH:17][C@@H:18]([CH2:31][C:32]3[CH:37]=[CH:36][CH:35]=[CH:34][C:33]=3[C:38]([F:41])([F:39])[F:40])[CH2:19][N:20]3[C:28](=[O:29])[C:27]4[C:22](=[CH:23][CH:24]=[CH:25][CH:26]=4)[C:21]3=[O:30])=[O:14])[S:5][C:6]=2[CH3:2])=[C:50]([CH3:75])[CH:61]=[N:60]1. The yield is 0.717.